From a dataset of NCI-60 drug combinations with 297,098 pairs across 59 cell lines. Regression. Given two drug SMILES strings and cell line genomic features, predict the synergy score measuring deviation from expected non-interaction effect. Drug 1: CCCCCOC(=O)NC1=NC(=O)N(C=C1F)C2C(C(C(O2)C)O)O. Drug 2: CCC1(C2=C(COC1=O)C(=O)N3CC4=CC5=C(C=CC(=C5CN(C)C)O)N=C4C3=C2)O.Cl. Cell line: HS 578T. Synergy scores: CSS=14.7, Synergy_ZIP=-4.31, Synergy_Bliss=-2.34, Synergy_Loewe=-14.2, Synergy_HSA=-2.52.